Dataset: Catalyst prediction with 721,799 reactions and 888 catalyst types from USPTO. Task: Predict which catalyst facilitates the given reaction. (1) Reactant: C[O:2][C:3](=[O:36])[C@@H:4]([NH:14][C:15]([C:17]1[C:18]([CH3:35])=[N:19][C:20]([NH:24][CH2:25][CH2:26][CH2:27][C:28]2[CH:33]=[CH:32][CH:31]=[C:30]([OH:34])[CH:29]=2)=[N:21][C:22]=1[CH3:23])=[O:16])[CH2:5][NH:6][C:7](C1SC=CC=1)=[O:8].O.[OH-].[Li+].[S:40]([O-])(O)(=O)=O.[K+].[CH2:46]1[CH2:50]O[CH2:48][CH2:47]1. Product: [OH:34][C:30]1[CH:29]=[C:28]([CH2:27][CH2:26][CH2:25][NH:24][C:20]2[N:21]=[C:22]([CH3:23])[C:17]([C:15]([NH:14][C@@H:4]([CH2:5][NH:6][C:7]([C:47]3[CH:46]=[CH:50][S:40][CH:48]=3)=[O:8])[C:3]([OH:2])=[O:36])=[O:16])=[C:18]([CH3:35])[N:19]=2)[CH:33]=[CH:32][CH:31]=1. The catalyst class is: 6. (2) The catalyst class is: 3. Reactant: Cl[C:2]1[C:11]2[C:6](=[CH:7][C:8]([O:14][CH2:15][CH2:16][CH2:17][N:18]3[CH2:23][CH2:22][N:21]([CH3:24])[CH2:20][CH2:19]3)=[C:9]([O:12][CH3:13])[CH:10]=2)[N:5]=[CH:4][N:3]=1.[F:25][C:26]1[C:34]([OH:35])=[CH:33][CH:32]=[C:31]2[C:27]=1[CH:28]=[CH:29][NH:30]2.C(=O)([O-])[O-].[K+].[K+]. Product: [F:25][C:26]1[C:34]([O:35][C:2]2[C:11]3[C:6](=[CH:7][C:8]([O:14][CH2:15][CH2:16][CH2:17][N:18]4[CH2:23][CH2:22][N:21]([CH3:24])[CH2:20][CH2:19]4)=[C:9]([O:12][CH3:13])[CH:10]=3)[N:5]=[CH:4][N:3]=2)=[CH:33][CH:32]=[C:31]2[C:27]=1[CH:28]=[CH:29][NH:30]2. (3) Reactant: [NH:1]([C:10]([O:12][C:13]([CH3:16])([CH3:15])[CH3:14])=[O:11])[C@H:2]([C:7]([OH:9])=O)[C:3]([CH3:6])([CH3:5])[CH3:4].CN(C(ON1N=NC2C=CC=NC1=2)=[N+](C)C)C.F[P-](F)(F)(F)(F)F.CN1CCOCC1.[CH2:48]([O:55][C:56](=[O:82])[NH:57][CH2:58][C:59]([N:61]1[CH2:65][CH:64]([C:66](=[O:78])[NH:67][C:68]2[C:77]3[C:72](=[CH:73][CH:74]=[CH:75][CH:76]=3)[CH:71]=[CH:70][CH:69]=2)[CH:63]2[NH:79][CH2:80][CH2:81][CH:62]12)=[O:60])[C:49]1[CH:54]=[CH:53][CH:52]=[CH:51][CH:50]=1. Product: [C:13]([O:12][C:10](=[O:11])[NH:1][CH:2]([C:7]([N:79]1[CH2:80][CH2:81][CH:62]2[N:61]([C:59](=[O:60])[CH2:58][NH:57][C:56]([O:55][CH2:48][C:49]3[CH:54]=[CH:53][CH:52]=[CH:51][CH:50]=3)=[O:82])[CH2:65][CH:64]([C:66](=[O:78])[NH:67][C:68]3[C:77]4[C:72](=[CH:73][CH:74]=[CH:75][CH:76]=4)[CH:71]=[CH:70][CH:69]=3)[CH:63]12)=[O:9])[C:3]([CH3:4])([CH3:5])[CH3:6])([CH3:16])([CH3:15])[CH3:14]. The catalyst class is: 296. (4) The catalyst class is: 32. Product: [CH3:1][CH:2]1[CH2:7][CH2:6][N:5]([C:18]2[CH:23]=[CH:22][N:21]=[CH:20][C:19]=2[N+:24]([O-:26])=[O:25])[CH2:4][CH:3]1[NH:8][P:9](=[O:16])([O:13][CH2:14][CH3:15])[O:10][CH2:11][CH3:12]. Reactant: [CH3:1][CH:2]1[CH2:7][CH2:6][NH:5][CH2:4][CH:3]1[NH:8][P:9](=[O:16])([O:13][CH2:14][CH3:15])[O:10][CH2:11][CH3:12].Cl[C:18]1[CH:23]=[CH:22][N:21]=[CH:20][C:19]=1[N+:24]([O-:26])=[O:25].CCN(C(C)C)C(C)C. (5) Reactant: Cl.Cl.[NH2:3][C:4]1[CH:9]=[CH:8][C:7]([NH:10][C:11](=[O:27])[CH2:12][N:13]2[CH2:18][CH2:17][CH:16]([CH2:19][C:20]3[CH:25]=[CH:24][C:23]([F:26])=[CH:22][CH:21]=3)[CH2:15][CH2:14]2)=[CH:6][CH:5]=1.C(N(CC)CC)C.[C:35](OC(=O)C)(=[O:37])[CH3:36]. Product: [C:35]([NH:3][C:4]1[CH:9]=[CH:8][C:7]([NH:10][C:11](=[O:27])[CH2:12][N:13]2[CH2:14][CH2:15][CH:16]([CH2:19][C:20]3[CH:21]=[CH:22][C:23]([F:26])=[CH:24][CH:25]=3)[CH2:17][CH2:18]2)=[CH:6][CH:5]=1)(=[O:37])[CH3:36]. The catalyst class is: 4. (6) Reactant: [CH3:1][S:2]([N:5]1[CH2:10][CH2:9][CH:8]([NH:11][C:12]([C:14]2[C:18]([N+:19]([O-])=O)=[CH:17][NH:16][N:15]=2)=[O:13])[CH2:7][CH2:6]1)(=[O:4])=[O:3]. Product: [CH3:1][S:2]([N:5]1[CH2:10][CH2:9][CH:8]([NH:11][C:12]([C:14]2[C:18]([NH2:19])=[CH:17][NH:16][N:15]=2)=[O:13])[CH2:7][CH2:6]1)(=[O:4])=[O:3]. The catalyst class is: 394.